From a dataset of Reaction yield outcomes from USPTO patents with 853,638 reactions. Predict the reaction yield, written as a fraction of the theoretical maximum amount of product (1.0 means a 100% yield; for example, 0.34 means a 34% yield). The reactants are [C:1]([O:5][C:6](=[O:22])[NH:7][C:8]1[N:16]=[CH:15][C:14]2[NH:13][C:12]3[N:17]=[CH:18][C:19](Br)=[CH:20][C:11]=3[C:10]=2[CH:9]=1)([CH3:4])([CH3:3])[CH3:2].[N:23]1([CH2:29][C:30]2[CH:35]=[CH:34][C:33](B(O)O)=[CH:32][CH:31]=2)[CH2:28][CH2:27][CH2:26][CH2:25][CH2:24]1. The catalyst is O1CCOCC1.C(=O)([O-])[O-].[Cs+].[Cs+].C(Cl)Cl.O. The product is [C:1]([O:5][C:6](=[O:22])[NH:7][C:8]1[N:16]=[CH:15][C:14]2[NH:13][C:12]3[N:17]=[CH:18][C:19]([C:33]4[CH:32]=[CH:31][C:30]([CH2:29][N:23]5[CH2:28][CH2:27][CH2:26][CH2:25][CH2:24]5)=[CH:35][CH:34]=4)=[CH:20][C:11]=3[C:10]=2[CH:9]=1)([CH3:4])([CH3:3])[CH3:2]. The yield is 0.300.